Task: Regression. Given two drug SMILES strings and cell line genomic features, predict the synergy score measuring deviation from expected non-interaction effect.. Dataset: NCI-60 drug combinations with 297,098 pairs across 59 cell lines (1) Drug 1: C#CCC(CC1=CN=C2C(=N1)C(=NC(=N2)N)N)C3=CC=C(C=C3)C(=O)NC(CCC(=O)O)C(=O)O. Drug 2: N.N.Cl[Pt+2]Cl. Cell line: NCIH23. Synergy scores: CSS=45.5, Synergy_ZIP=-2.19, Synergy_Bliss=-1.97, Synergy_Loewe=-3.17, Synergy_HSA=-3.17. (2) Drug 1: C1CN(CCN1C(=O)CCBr)C(=O)CCBr. Drug 2: C1CC(=O)NC(=O)C1N2C(=O)C3=CC=CC=C3C2=O. Cell line: UO-31. Synergy scores: CSS=6.13, Synergy_ZIP=-0.495, Synergy_Bliss=-0.479, Synergy_Loewe=-4.24, Synergy_HSA=-3.24. (3) Drug 1: CC12CCC(CC1=CCC3C2CCC4(C3CC=C4C5=CN=CC=C5)C)O. Drug 2: C1=CC=C(C=C1)NC(=O)CCCCCCC(=O)NO. Cell line: CCRF-CEM. Synergy scores: CSS=30.6, Synergy_ZIP=-12.8, Synergy_Bliss=-11.0, Synergy_Loewe=-12.8, Synergy_HSA=-10.5. (4) Drug 2: CC1CCC2CC(C(=CC=CC=CC(CC(C(=O)C(C(C(=CC(C(=O)CC(OC(=O)C3CCCCN3C(=O)C(=O)C1(O2)O)C(C)CC4CCC(C(C4)OC)O)C)C)O)OC)C)C)C)OC. Drug 1: CC12CCC3C(C1CCC2=O)CC(=C)C4=CC(=O)C=CC34C. Cell line: KM12. Synergy scores: CSS=54.5, Synergy_ZIP=-6.35, Synergy_Bliss=-10.4, Synergy_Loewe=-6.65, Synergy_HSA=-6.41. (5) Drug 1: C1=CC(=CC=C1C#N)C(C2=CC=C(C=C2)C#N)N3C=NC=N3. Drug 2: CC1=C(C=C(C=C1)C(=O)NC2=CC(=CC(=C2)C(F)(F)F)N3C=C(N=C3)C)NC4=NC=CC(=N4)C5=CN=CC=C5. Cell line: OVCAR-8. Synergy scores: CSS=-0.829, Synergy_ZIP=-1.51, Synergy_Bliss=-5.11, Synergy_Loewe=-5.36, Synergy_HSA=-4.98. (6) Drug 1: CC1=CC2C(CCC3(C2CCC3(C(=O)C)OC(=O)C)C)C4(C1=CC(=O)CC4)C. Drug 2: C1=NC2=C(N=C(N=C2N1C3C(C(C(O3)CO)O)O)F)N. Cell line: SF-539. Synergy scores: CSS=6.10, Synergy_ZIP=-0.192, Synergy_Bliss=4.05, Synergy_Loewe=3.47, Synergy_HSA=3.47.